Predict the reaction yield, written as a fraction of the theoretical maximum amount of product (1.0 means a 100% yield; for example, 0.34 means a 34% yield). From a dataset of Reaction yield outcomes from USPTO patents with 853,638 reactions. (1) The reactants are [CH3:1][N:2]1[CH:6]=[C:5]([NH:7][C:8]([C:10]2[N:11]([CH3:18])[CH:12]=[C:13]([N+:15]([O-])=O)[CH:14]=2)=[O:9])[CH:4]=[C:3]1[C:19]([O:21][CH3:22])=[O:20].Cl.[H][H].[CH3:26][N:27]1[CH:31]=[C:30]([NH:32][C:33]([C:35]2[N:36]([CH3:43])[CH:37]=[C:38]([N+:40]([O-:42])=[O:41])[CH:39]=2)=[O:34])[CH:29]=[C:28]1[C:44]([OH:46])=O.C(Cl)CCl.CCN(C(C)C)C(C)C. The catalyst is [Pd].CC(N(C)C)=O. The product is [CH3:1][N:2]1[CH:6]=[C:5]([NH:7][C:8]([C:10]2[N:11]([CH3:18])[CH:12]=[C:13]([NH:15][C:44]([C:28]3[N:27]([CH3:26])[CH:31]=[C:30]([NH:32][C:33]([C:35]4[N:36]([CH3:43])[CH:37]=[C:38]([N+:40]([O-:42])=[O:41])[CH:39]=4)=[O:34])[CH:29]=3)=[O:46])[CH:14]=2)=[O:9])[CH:4]=[C:3]1[C:19]([O:21][CH3:22])=[O:20]. The yield is 0.760. (2) The reactants are Cl[C:2]1[C:7]([C@@H:8]2[CH2:10][C@H:9]2[NH:11][C:12](=[O:18])[O:13][C:14]([CH3:17])([CH3:16])[CH3:15])=[CH:6][CH:5]=[C:4]([C:19]2[CH:24]=[CH:23][CH:22]=[C:21]([C:25]([F:28])([F:27])[F:26])[CH:20]=2)[N:3]=1.[Cl:29][C:30]1[CH:35]=[CH:34][C:33](B(O)O)=[CH:32][CH:31]=1.C([O-])([O-])=O.[K+].[K+]. The catalyst is C(#N)C.O. The product is [Cl:29][C:30]1[CH:35]=[CH:34][C:33]([C:2]2[C:7]([C@@H:8]3[CH2:10][C@H:9]3[NH:11][C:12](=[O:18])[O:13][C:14]([CH3:17])([CH3:15])[CH3:16])=[CH:6][CH:5]=[C:4]([C:19]3[CH:24]=[CH:23][CH:22]=[C:21]([C:25]([F:28])([F:27])[F:26])[CH:20]=3)[N:3]=2)=[CH:32][CH:31]=1. The yield is 0.790. (3) The catalyst is Cl. The product is [NH2:4][CH:5]1[CH2:14][C:13]2[C:8](=[CH:9][CH:10]=[CH:11][CH:12]=2)[NH:7][C:6]1=[O:15]. The yield is 0.720. The reactants are C([NH:4][C:5]1(C(OCC)=O)[CH2:14][C:13]2[C:8](=[CH:9][CH:10]=[CH:11][CH:12]=2)[NH:7][C:6]1=[O:15])(=O)C. (4) The product is [CH2:24]([O:23][C:20]([C:21]1[N:8]([C:9](=[O:11])[CH3:10])[C:6]2[C:5]([C:12]=1[NH2:13])=[CH:4][CH:3]=[C:2]([Cl:1])[CH:7]=2)=[O:22])[CH3:25]. The catalyst is C1COCC1. The yield is 0.450. The reactants are [Cl:1][C:2]1[CH:3]=[CH:4][C:5]([C:12]#[N:13])=[C:6]([NH:8][C:9](=[O:11])[CH3:10])[CH:7]=1.CC(C)([O-])C.[K+].[C:20]([O:23][CH2:24][CH2:25]Br)(=[O:22])[CH3:21].C(OCC)(=O)C. (5) The product is [Cl:1][C:2]1[CH:3]=[C:4]([N:10]2[CH2:21][CH2:20][C:13]3[N:14]=[CH:15][N:16]=[C:17]([OH:18])[C:12]=3[CH2:11]2)[CH:5]=[N:6][C:7]=1[O:8][CH3:9]. The catalyst is CO. The reactants are [Cl:1][C:2]1[CH:3]=[C:4]([N:10]2[CH2:21][CH2:20][C:13]3[N:14]=[CH:15][N:16]=[C:17]([O:18]C)[C:12]=3[CH2:11]2)[CH:5]=[N:6][C:7]=1[O:8][CH3:9].[OH-].[Na+]. The yield is 1.07.